Dataset: Peptide-MHC class II binding affinity with 134,281 pairs from IEDB. Task: Regression. Given a peptide amino acid sequence and an MHC pseudo amino acid sequence, predict their binding affinity value. This is MHC class II binding data. The peptide sequence is IQSIPFVHLGHRDNI. The MHC is DRB1_1501 with pseudo-sequence DRB1_1501. The binding affinity (normalized) is 0.315.